This data is from Forward reaction prediction with 1.9M reactions from USPTO patents (1976-2016). The task is: Predict the product of the given reaction. (1) Given the reactants [Br:1]Br.[OH:3][C:4]1[CH:5]=[C:6]2[C:11](=[CH:12][CH:13]=1)[CH:10]=[C:9]([CH2:14][NH:15][C:16]([C:18]1[C:22]3[CH:23]=[CH:24][CH:25]=[CH:26][C:21]=3[O:20][C:19]=1[CH3:27])=[O:17])[CH:8]=[CH:7]2, predict the reaction product. The product is: [Br:1][C:5]1[C:4]([OH:3])=[CH:13][CH:12]=[C:11]2[C:6]=1[CH:7]=[CH:8][C:9]([CH2:14][NH:15][C:16]([C:18]1[C:22]3[CH:23]=[CH:24][CH:25]=[CH:26][C:21]=3[O:20][C:19]=1[CH3:27])=[O:17])=[CH:10]2. (2) Given the reactants [OH:1][C:2]1[CH:7]=[CH:6][C:5]([N+:8]([O-:10])=[O:9])=[CH:4][C:3]=1[I:11].[F:12][C:13]1[CH:14]=[C:15]([CH:18]=[CH:19][CH:20]=1)[CH2:16]Br, predict the reaction product. The product is: [F:12][C:13]1[CH:14]=[C:15]([CH:18]=[CH:19][CH:20]=1)[CH2:16][O:1][C:2]1[CH:7]=[CH:6][C:5]([N+:8]([O-:10])=[O:9])=[CH:4][C:3]=1[I:11]. (3) Given the reactants [CH3:1][N:2]([C@H:12]([C:14]1[CH:19]=[CH:18][CH:17]=[CH:16][CH:15]=1)[CH3:13])[C@H:3]([C:5]1[CH:6]=[C:7]([OH:11])[CH:8]=[CH:9][CH:10]=1)[CH3:4].[CH3:20]N(C)C=O.C[Br:26], predict the reaction product. The product is: [Br-:26].[OH:11][C:7]1[CH:6]=[C:5]([C@@H:3]([N+:2]([CH3:20])([CH3:1])[C@H:12]([C:14]2[CH:19]=[CH:18][CH:17]=[CH:16][CH:15]=2)[CH3:13])[CH3:4])[CH:10]=[CH:9][CH:8]=1. (4) Given the reactants [OH:1][C:2]1[CH:7]=[CH:6][CH:5]=[CH:4][C:3]=1[C:8]1[NH:9][C:10]2[CH2:11][CH2:12][CH2:13][C:14]([CH3:20])([CH3:19])[C:15]=2[C:16](=[O:18])[N:17]=1.[H-].[Li+].[CH2:23](Br)[CH2:24][C:25]1[CH:30]=[CH:29][CH:28]=[CH:27][CH:26]=1.[CH3:32]N(C=O)C, predict the reaction product. The product is: [CH3:19][C:14]1([CH3:20])[CH2:13][CH2:12][CH2:11][C:10]2[N:9]=[C:8]([C:3]3[CH:4]=[CH:5][CH:6]=[CH:7][C:2]=3[O:1][CH3:32])[N:17]([CH2:23][CH2:24][C:25]3[CH:30]=[CH:29][CH:28]=[CH:27][CH:26]=3)[C:16](=[O:18])[C:15]1=2. (5) Given the reactants Cl[CH:2]([O:4][C:5](=[O:10])[C:6]([CH3:9])([CH3:8])[CH3:7])[CH3:3].[I-:11].[Na+], predict the reaction product. The product is: [I:11][CH:2]([O:4][C:5](=[O:10])[C:6]([CH3:9])([CH3:8])[CH3:7])[CH3:3].